This data is from Experimental lipophilicity measurements (octanol/water distribution) for 4,200 compounds from AstraZeneca. The task is: Regression/Classification. Given a drug SMILES string, predict its absorption, distribution, metabolism, or excretion properties. Task type varies by dataset: regression for continuous measurements (e.g., permeability, clearance, half-life) or binary classification for categorical outcomes (e.g., BBB penetration, CYP inhibition). For this dataset (lipophilicity_astrazeneca), we predict Y. (1) The drug is CC(C)OC(=O)N1CCC(Oc2ncnc3c2cnn3-c2ccc(S(C)(=O)=O)cc2F)CC1. The Y is 3.00 logD. (2) The molecule is Cc1c(Sc2ccc(Cl)cc2)c2cccc(Cl)c2n1CC(=O)O. The Y is 2.00 logD. (3) The drug is Clc1cccc(Nc2ncnc3ccccc23)c1. The Y is 3.90 logD. (4) The drug is COc1ccc(C(CN(C)C)C2(O)CCCCC2)cc1. The Y is 0.990 logD. (5) The molecule is C[C@H](CO)n1ccc2c(NC(=O)Cc3ccc(Cl)c(C(F)(F)F)c3)cccc2c1=O. The Y is 3.49 logD.